From a dataset of NCI-60 drug combinations with 297,098 pairs across 59 cell lines. Regression. Given two drug SMILES strings and cell line genomic features, predict the synergy score measuring deviation from expected non-interaction effect. (1) Drug 1: CN(C)C1=NC(=NC(=N1)N(C)C)N(C)C. Drug 2: CCC1(CC2CC(C3=C(CCN(C2)C1)C4=CC=CC=C4N3)(C5=C(C=C6C(=C5)C78CCN9C7C(C=CC9)(C(C(C8N6C)(C(=O)OC)O)OC(=O)C)CC)OC)C(=O)OC)O.OS(=O)(=O)O. Cell line: SF-295. Synergy scores: CSS=17.8, Synergy_ZIP=-3.29, Synergy_Bliss=-1.74, Synergy_Loewe=0.294, Synergy_HSA=0.0449. (2) Drug 2: C1CNP(=O)(OC1)N(CCCl)CCCl. Drug 1: CCN(CC)CCNC(=O)C1=C(NC(=C1C)C=C2C3=C(C=CC(=C3)F)NC2=O)C. Cell line: K-562. Synergy scores: CSS=14.6, Synergy_ZIP=-4.54, Synergy_Bliss=-5.65, Synergy_Loewe=8.20, Synergy_HSA=-3.38. (3) Drug 1: C1CCN(CC1)CCOC2=CC=C(C=C2)C(=O)C3=C(SC4=C3C=CC(=C4)O)C5=CC=C(C=C5)O. Drug 2: CC1=C(C=C(C=C1)NC(=O)C2=CC=C(C=C2)CN3CCN(CC3)C)NC4=NC=CC(=N4)C5=CN=CC=C5. Cell line: T-47D. Synergy scores: CSS=15.7, Synergy_ZIP=-1.01, Synergy_Bliss=2.36, Synergy_Loewe=4.72, Synergy_HSA=5.48. (4) Drug 1: CC12CCC3C(C1CCC2=O)CC(=C)C4=CC(=O)C=CC34C. Drug 2: CC1CCCC2(C(O2)CC(NC(=O)CC(C(C(=O)C(C1O)C)(C)C)O)C(=CC3=CSC(=N3)C)C)C. Cell line: HS 578T. Synergy scores: CSS=43.1, Synergy_ZIP=-0.849, Synergy_Bliss=0.936, Synergy_Loewe=-2.24, Synergy_HSA=-0.0888. (5) Drug 2: C(CN)CNCCSP(=O)(O)O. Synergy scores: CSS=29.7, Synergy_ZIP=12.4, Synergy_Bliss=6.61, Synergy_Loewe=-32.5, Synergy_HSA=6.19. Cell line: SK-MEL-5. Drug 1: COC1=C2C(=CC3=C1OC=C3)C=CC(=O)O2. (6) Drug 1: C1CC(=O)NC(=O)C1N2CC3=C(C2=O)C=CC=C3N. Drug 2: COC1=CC(=CC(=C1O)OC)C2C3C(COC3=O)C(C4=CC5=C(C=C24)OCO5)OC6C(C(C7C(O6)COC(O7)C8=CC=CS8)O)O. Cell line: UO-31. Synergy scores: CSS=7.15, Synergy_ZIP=-3.27, Synergy_Bliss=-2.95, Synergy_Loewe=-11.4, Synergy_HSA=-3.20.